This data is from Experimentally validated miRNA-target interactions with 360,000+ pairs, plus equal number of negative samples. The task is: Binary Classification. Given a miRNA mature sequence and a target amino acid sequence, predict their likelihood of interaction. (1) The miRNA is hsa-miR-4696 with sequence UGCAAGACGGAUACUGUCAUCU. The protein sequence of the target gene is MRRAGAACSAMDRLRLLLLLLLLLGVSFGGAKETCSTGMYTHSGECCKACNLGEGVAQPCGANQTVCEPCLDSVTFSDVVSATEPCKPCTECLGLQSMSAPCVEADDAVCRCSYGYYQDEETGRCEACSVCGVGSGLVFSCQDKQNTVCEECPEGTYSDEANHVDPCLPCTVCEDTERQLRECTPWADAECEEIPGRWITRSTPPEGSDVTTPSTQEPEAPPERDLIASTVADTVTTVMGSSQPVVTRGTADNLIPVYCSILAAVVVGLVAYIAFKRWNSCKQNKQGANSRPVNQTPPPE.... Result: 0 (no interaction). (2) The protein sequence of the target gene is MAAQCVTKVELNVSCNNLLDADVTSKSDPLCVLFLNTSGHQWYEVERTERIKNSLNPKFSKTFVIDYYFEVVQKLKFGIYDIDNKTIELSDDDFLGECEVTLGQIVSSKKLTRPLVLKNGKPAGKGSITISAEEIKDNRVVLFEMEARKLDNKDLFGKSDPYLEFHKQTSDGHWLMVHRTEVIKNNLNPMWKPFKISLNSLCYGDMDKTIKVECYDYDNDGSHDLIGTFQTTMTKLKEASRSSPVEYECINEKKRQKKKSYKNSGVISVKHCEITVECTFLDYIMGGCQLNFTVGVDFTG.... Result: 0 (no interaction). The miRNA is cel-miR-1819-3p with sequence UGGAAUGAUUGAGCUUGAUGGA.